Dataset: Forward reaction prediction with 1.9M reactions from USPTO patents (1976-2016). Task: Predict the product of the given reaction. (1) Given the reactants [CH3:1][C:2]1[N:3]=[C:4]([C:7]2[CH:8]=[N:9][NH:10][C:11]=2[NH2:12])[O:5][CH:6]=1.[Cl:13][C:14]1[CH:19]=[CH:18][C:17]([C:20](=O)[CH2:21][C:22](OCC)=[O:23])=[CH:16][C:15]=1[O:28][CH2:29][CH3:30].CC1C=CC(S(O)(=O)=O)=CC=1, predict the reaction product. The product is: [Cl:13][C:14]1[CH:19]=[CH:18][C:17]([C:20]2[NH:12][C:11]3[N:10]([N:9]=[CH:8][C:7]=3[C:4]3[O:5][CH:6]=[C:2]([CH3:1])[N:3]=3)[C:22](=[O:23])[CH:21]=2)=[CH:16][C:15]=1[O:28][CH2:29][CH3:30]. (2) Given the reactants [Br:1][C:2]1[CH:7]=[CH:6][C:5]([C@@H:8]([N:10]2[CH2:15][CH2:14][C@@:13]([C:19]3[CH:24]=[CH:23][C:22]([F:25])=[CH:21][CH:20]=3)([CH2:16][CH2:17][OH:18])[O:12][C:11]2=[O:26])[CH3:9])=[CH:4][CH:3]=1.C(N(CC)CC)C.[Si:34](Cl)([C:37]([CH3:40])([CH3:39])[CH3:38])([CH3:36])[CH3:35], predict the reaction product. The product is: [Br:1][C:2]1[CH:7]=[CH:6][C:5]([C@@H:8]([N:10]2[CH2:15][CH2:14][C@:13]([CH2:16][CH2:17][O:18][Si:34]([C:37]([CH3:40])([CH3:39])[CH3:38])([CH3:36])[CH3:35])([C:19]3[CH:20]=[CH:21][C:22]([F:25])=[CH:23][CH:24]=3)[O:12][C:11]2=[O:26])[CH3:9])=[CH:4][CH:3]=1. (3) Given the reactants [OH-].[Na+].C([O:5][C:6]([C:8]1[CH:12]=[C:11]([CH2:13][CH2:14][CH:15]([CH3:17])[CH3:16])[NH:10][N:9]=1)=[O:7])C, predict the reaction product. The product is: [CH3:16][CH:15]([CH3:17])[CH2:14][CH2:13][C:11]1[NH:10][N:9]=[C:8]([C:6]([OH:7])=[O:5])[CH:12]=1. (4) Given the reactants I[C:2]1[N:3]=[CH:4][NH:5][C:6]=1[C:7]1(O)[CH2:12][CH2:11][O:10][CH2:9][CH2:8]1, predict the reaction product. The product is: [O:10]1[CH2:9][CH:8]=[C:7]([C:6]2[NH:5][CH:4]=[N:3][CH:2]=2)[CH2:12][CH2:11]1.